Dataset: NCI-60 drug combinations with 297,098 pairs across 59 cell lines. Task: Regression. Given two drug SMILES strings and cell line genomic features, predict the synergy score measuring deviation from expected non-interaction effect. Drug 1: CC1CCC2CC(C(=CC=CC=CC(CC(C(=O)C(C(C(=CC(C(=O)CC(OC(=O)C3CCCCN3C(=O)C(=O)C1(O2)O)C(C)CC4CCC(C(C4)OC)OCCO)C)C)O)OC)C)C)C)OC. Drug 2: C1CNP(=O)(OC1)N(CCCl)CCCl. Cell line: MALME-3M. Synergy scores: CSS=17.7, Synergy_ZIP=-2.11, Synergy_Bliss=1.63, Synergy_Loewe=-83.9, Synergy_HSA=1.86.